Dataset: NCI-60 drug combinations with 297,098 pairs across 59 cell lines. Task: Regression. Given two drug SMILES strings and cell line genomic features, predict the synergy score measuring deviation from expected non-interaction effect. (1) Cell line: TK-10. Drug 2: C1CC(=O)NC(=O)C1N2C(=O)C3=CC=CC=C3C2=O. Synergy scores: CSS=8.98, Synergy_ZIP=-2.31, Synergy_Bliss=0.570, Synergy_Loewe=-0.375, Synergy_HSA=-0.0288. Drug 1: C1CCN(CC1)CCOC2=CC=C(C=C2)C(=O)C3=C(SC4=C3C=CC(=C4)O)C5=CC=C(C=C5)O. (2) Drug 1: CN1C(=O)N2C=NC(=C2N=N1)C(=O)N. Drug 2: C1CCC(C(C1)N)N.C(=O)(C(=O)[O-])[O-].[Pt+4]. Cell line: RPMI-8226. Synergy scores: CSS=46.5, Synergy_ZIP=3.59, Synergy_Bliss=2.26, Synergy_Loewe=-27.8, Synergy_HSA=3.89. (3) Drug 1: C1=NC2=C(N1)C(=S)N=C(N2)N. Drug 2: C1=NC(=NC(=O)N1C2C(C(C(O2)CO)O)O)N. Cell line: NCI-H522. Synergy scores: CSS=20.9, Synergy_ZIP=-7.84, Synergy_Bliss=-2.54, Synergy_Loewe=-4.63, Synergy_HSA=-2.03. (4) Drug 1: C(=O)(N)NO. Drug 2: CC1CCCC2(C(O2)CC(NC(=O)CC(C(C(=O)C(C1O)C)(C)C)O)C(=CC3=CSC(=N3)C)C)C. Cell line: A498. Synergy scores: CSS=28.3, Synergy_ZIP=3.00, Synergy_Bliss=1.75, Synergy_Loewe=-26.9, Synergy_HSA=0.131. (5) Drug 1: C1=C(C(=O)NC(=O)N1)N(CCCl)CCCl. Drug 2: CC(C1=C(C=CC(=C1Cl)F)Cl)OC2=C(N=CC(=C2)C3=CN(N=C3)C4CCNCC4)N. Cell line: KM12. Synergy scores: CSS=38.0, Synergy_ZIP=-0.840, Synergy_Bliss=1.51, Synergy_Loewe=4.14, Synergy_HSA=4.48. (6) Drug 1: CCC(=C(C1=CC=CC=C1)C2=CC=C(C=C2)OCCN(C)C)C3=CC=CC=C3.C(C(=O)O)C(CC(=O)O)(C(=O)O)O. Drug 2: CC1CCCC2(C(O2)CC(NC(=O)CC(C(C(=O)C(C1O)C)(C)C)O)C(=CC3=CSC(=N3)C)C)C. Cell line: OVCAR-5. Synergy scores: CSS=65.2, Synergy_ZIP=3.83, Synergy_Bliss=2.22, Synergy_Loewe=-26.5, Synergy_HSA=2.67. (7) Drug 1: C1=CC(=C2C(=C1NCCNCCO)C(=O)C3=C(C=CC(=C3C2=O)O)O)NCCNCCO. Drug 2: CC(C)NC(=O)C1=CC=C(C=C1)CNNC.Cl. Cell line: CAKI-1. Synergy scores: CSS=50.8, Synergy_ZIP=3.51, Synergy_Bliss=1.06, Synergy_Loewe=-46.7, Synergy_HSA=2.81. (8) Drug 1: C1CC(=O)NC(=O)C1N2CC3=C(C2=O)C=CC=C3N. Drug 2: C1CC(=O)NC(=O)C1N2C(=O)C3=CC=CC=C3C2=O. Cell line: SF-295. Synergy scores: CSS=1.84, Synergy_ZIP=-2.73, Synergy_Bliss=-2.72, Synergy_Loewe=-2.78, Synergy_HSA=-2.48.